Predict the product of the given reaction. From a dataset of Forward reaction prediction with 1.9M reactions from USPTO patents (1976-2016). (1) The product is: [CH3:19][O:18][C:9]1[CH:10]=[CH:11][C:12]([C:14]([F:17])([F:16])[F:15])=[CH:13][C:8]=1[NH:7][C:5](=[O:6])[C:4]1[CH:20]=[CH:21][C:22]([CH3:23])=[C:2]([C:48]2[CH:49]=[C:50]3[C:55](=[CH:56][CH:57]=2)[C:54]([N:58]2[CH2:59][CH2:60][O:61][CH2:62][CH2:63]2)=[N:53][N:52]=[CH:51]3)[CH:3]=1. Given the reactants I[C:2]1[CH:3]=[C:4]([CH:20]=[CH:21][C:22]=1[CH3:23])[C:5]([NH:7][C:8]1[CH:13]=[C:12]([C:14]([F:17])([F:16])[F:15])[CH:11]=[CH:10][C:9]=1[O:18][CH3:19])=[O:6].B1(B2OC(C)(C)C(C)(C)O2)OC(C)(C)C(C)(C)O1.C([O-])(=O)C.[K+].Br[C:48]1[CH:49]=[C:50]2[C:55](=[CH:56][CH:57]=1)[C:54]([N:58]1[CH2:63][CH2:62][O:61][CH2:60][CH2:59]1)=[N:53][N:52]=[CH:51]2.C(=O)([O-])[O-].[K+].[K+].O, predict the reaction product. (2) Given the reactants Cl[C:2]1[C:10]2[C:5](=[N:6][C:7]([NH:11][CH2:12][CH2:13][CH2:14][CH2:15][N:16]([CH2:19][CH3:20])[CH2:17][CH3:18])=[N:8][CH:9]=2)[N:4]([CH3:21])[N:3]=1.CC1(C)C(C)(C)OB([C:30]2[CH:36]=[CH:35][C:33]([NH2:34])=[CH:32][CH:31]=2)O1, predict the reaction product. The product is: [NH2:34][C:33]1[CH:35]=[CH:36][C:30]([C:2]2[C:10]3[C:5](=[N:6][C:7]([NH:11][CH2:12][CH2:13][CH2:14][CH2:15][N:16]([CH2:19][CH3:20])[CH2:17][CH3:18])=[N:8][CH:9]=3)[N:4]([CH3:21])[N:3]=2)=[CH:31][CH:32]=1.